This data is from Catalyst prediction with 721,799 reactions and 888 catalyst types from USPTO. The task is: Predict which catalyst facilitates the given reaction. (1) Product: [CH3:1][O:2][C:3](=[O:28])[CH:4]([NH:9][C:10](=[O:27])[C:11]1[CH:16]=[CH:15][C:14]([C:17]#[C:18][C:19]2[CH:24]=[CH:23][C:22]([CH2:25][OH:26])=[CH:21][CH:20]=2)=[CH:13][CH:12]=1)[C:5]([NH:8][C:29]([O:31][C:32]([CH3:35])([CH3:34])[CH3:33])=[O:30])([CH3:7])[CH3:6]. The catalyst class is: 76. Reactant: [CH3:1][O:2][C:3](=[O:28])[CH:4]([NH:9][C:10](=[O:27])[C:11]1[CH:16]=[CH:15][C:14]([C:17]#[C:18][C:19]2[CH:24]=[CH:23][C:22]([CH2:25][OH:26])=[CH:21][CH:20]=2)=[CH:13][CH:12]=1)[C:5]([NH2:8])([CH3:7])[CH3:6].[C:29](O[C:29]([O:31][C:32]([CH3:35])([CH3:34])[CH3:33])=[O:30])([O:31][C:32]([CH3:35])([CH3:34])[CH3:33])=[O:30].CCOC(C)=O. (2) Reactant: [H-].[Na+].[CH3:3][C:4]1([CH3:15])[CH2:9][CH2:8][CH2:7][CH:6]([CH2:10][C:11](=[O:13])[CH3:12])[C:5]1=[O:14].CC1(C)CCCCC1=O.ClCC(OCOC)=C. Product: [CH3:3][C:4]1([CH3:15])[CH2:9][CH2:8][CH2:7][CH:6]([CH2:10][C:11](=[O:13])[CH3:12])[C:5]1=[O:14]. The catalyst class is: 11.